From a dataset of Reaction yield outcomes from USPTO patents with 853,638 reactions. Predict the reaction yield, written as a fraction of the theoretical maximum amount of product (1.0 means a 100% yield; for example, 0.34 means a 34% yield). (1) The yield is 0.870. The product is [CH3:12][O:13][C:14]([C@:10]1([CH2:9][O:8][CH2:1][C:2]2[CH:3]=[CH:4][CH:5]=[CH:6][CH:7]=2)[CH2:22][CH2:21][CH2:20][NH:11]1)=[O:15]. The catalyst is CO. The reactants are [CH2:1]([O:8][CH2:9][C@@:10]12[CH2:22][CH2:21][CH2:20][N:11]1[C@@H:12](C(Cl)(Cl)Cl)[O:13][C:14]2=[O:15])[C:2]1[CH:7]=[CH:6][CH:5]=[CH:4][CH:3]=1.C[O-].[Na+].C(Cl)(=O)C. (2) The reactants are C([O:3][C:4](=O)[C:5]1[CH:10]=[CH:9][C:8]([Cl:11])=[C:7]([O:12][CH2:13][CH3:14])[CH:6]=1)C.[H-].C([Al+]CC(C)C)C(C)C. The catalyst is C1COCC1. The product is [Cl:11][C:8]1[CH:9]=[CH:10][C:5]([CH2:4][OH:3])=[CH:6][C:7]=1[O:12][CH2:13][CH3:14]. The yield is 1.00. (3) The reactants are [F:1][C:2]1([F:28])[CH2:6][CH2:5][N:4]([C:7]2[N:15]=[C:14]([O:16][CH2:17][C:18]([CH3:21])([CH3:20])[CH3:19])[N:13]=[C:12]3[C:8]=2[N:9]=[CH:10][N:11]3C2CCCCO2)[CH2:3]1.CC1C=CC(S(O)(=O)=O)=CC=1. The catalyst is CCO. The product is [F:28][C:2]1([F:1])[CH2:6][CH2:5][N:4]([C:7]2[N:15]=[C:14]([O:16][CH2:17][C:18]([CH3:20])([CH3:19])[CH3:21])[N:13]=[C:12]3[C:8]=2[N:9]=[CH:10][NH:11]3)[CH2:3]1. The yield is 0.890. (4) The reactants are [CH2:1]([C:4]1[C:5]([OH:24])=[C:6]([C:20]([O:22][CH3:23])=[O:21])[C:7](=[O:19])[NH:8][C:9]=1[C:10]1[CH:15]=[CH:14][C:13]([N:16]([CH3:18])[CH3:17])=[CH:12][CH:11]=1)[CH:2]=[CH2:3].C(O)[C:26]1[CH:31]=[CH:30][CH:29]=[CH:28][CH:27]=1. The catalyst is CCOCC. The product is [CH2:1]([C:4]1[C:5]([OH:24])=[C:6]([C:20]([O:22][CH2:23][C:26]2[CH:31]=[CH:30][CH:29]=[CH:28][CH:27]=2)=[O:21])[C:7](=[O:19])[NH:8][C:9]=1[C:10]1[CH:15]=[CH:14][C:13]([N:16]([CH3:18])[CH3:17])=[CH:12][CH:11]=1)[CH:2]=[CH2:3]. The yield is 0.980. (5) The reactants are ClC1N=C(NNCC#C)N=C(NNCCC)N=1.Cl.CNOCC#C.[CH2:25]([NH:28][C:29]1[N:34]=[C:33]([NH:35][CH2:36][CH2:37][CH3:38])[N:32]=[C:31]([N:39]([CH3:44])[O:40][CH2:41][C:42]#[CH:43])[N:30]=1)[CH2:26][CH3:27]. No catalyst specified. The product is [CH3:44][N:39]([C:31]1[N:30]=[C:29]([NH:28][CH2:25][CH2:26][CH3:27])[N:34]=[C:33]([NH:35][CH2:36][C:37]#[CH:38])[N:32]=1)[O:40][CH2:41][C:42]#[CH:43]. The yield is 0.230. (6) The reactants are [N:1]1([C:11]([O:13][CH2:14][C:15]2[CH:20]=[CH:19][CH:18]=[CH:17][CH:16]=2)=[O:12])[CH2:6][CH2:5][O:4][CH2:3][CH:2]1[C:7]([O:9][CH3:10])=[O:8].CI.[CH3:23][Si]([N-][Si](C)(C)C)(C)C.[Na+]. The catalyst is C1COCC1. The product is [CH3:23][C:2]1([C:7]([O:9][CH3:10])=[O:8])[CH2:3][O:4][CH2:5][CH2:6][N:1]1[C:11]([O:13][CH2:14][C:15]1[CH:20]=[CH:19][CH:18]=[CH:17][CH:16]=1)=[O:12]. The yield is 0.790. (7) The reactants are [F:1][C:2]1[CH:7]=[CH:6][C:5]([N:8]2[C:16]3[CH:15]=[CH:14][C:13]([C:18](=[O:27])[CH2:19][CH2:20][C:21]4[CH:26]=[CH:25][CH:24]=[CH:23][CH:22]=4)([CH3:17])[CH2:12][C:11]=3[CH:10]=[N:9]2)=[CH:4][CH:3]=1.[F:28][C:29]([Si](C)(C)C)([F:31])[F:30].[F-].C([N+](CCCC)(CCCC)CCCC)CCC. The catalyst is C1COCC1. The product is [F:28][C:29]([F:31])([F:30])[C:18]([C:13]1([CH3:17])[CH:14]=[CH:15][C:16]2[N:8]([C:5]3[CH:6]=[CH:7][C:2]([F:1])=[CH:3][CH:4]=3)[N:9]=[CH:10][C:11]=2[CH2:12]1)([OH:27])[CH2:19][CH2:20][C:21]1[CH:22]=[CH:23][CH:24]=[CH:25][CH:26]=1. The yield is 0.290. (8) The yield is 0.770. The product is [C:1]([C:5]1[N:10]=[C:9]([O:11][C:12]2[C:17]([CH3:18])=[CH:16][C:15]([CH3:19])=[CH:14][C:13]=2[CH3:20])[C:8]([C:21]([OH:23])=[O:22])=[CH:7][N:6]=1)([CH3:4])([CH3:2])[CH3:3]. The catalyst is CO.O. The reactants are [C:1]([C:5]1[N:10]=[C:9]([O:11][C:12]2[C:17]([CH3:18])=[CH:16][C:15]([CH3:19])=[CH:14][C:13]=2[CH3:20])[C:8]([C:21]([O:23]CC)=[O:22])=[CH:7][N:6]=1)([CH3:4])([CH3:3])[CH3:2].[OH-].[Na+].Cl. (9) The reactants are ClC1C=CC=CC=1NC(=O)NC1C=CC(C2C=C3C(CN([C@@H](C(C)C)C(O)=O)C3=O)=CC=2)=NC=1.[CH2:35]1[C:43]2[C:38](=[CH:39][C:40]([NH:44][C:45](=[O:75])[NH:46][C:47]3[CH:52]=[CH:51][C:50]([C:53]4[CH:61]=[C:60]5[C:56]([CH2:57][N:58]([C@@H:63]([CH:68]([CH3:70])[CH3:69])[C:64]([O:66]C)=[O:65])[C:59]5=[O:62])=[CH:55][CH:54]=4)=[C:49]([C:71]([F:74])([F:73])[F:72])[CH:48]=3)=[CH:41][CH:42]=2)[CH2:37][CH2:36]1. No catalyst specified. The product is [CH2:35]1[C:43]2[C:38](=[CH:39][C:40]([NH:44][C:45](=[O:75])[NH:46][C:47]3[CH:52]=[CH:51][C:50]([C:53]4[CH:61]=[C:60]5[C:56]([CH2:57][N:58]([C@@H:63]([CH:68]([CH3:70])[CH3:69])[C:64]([OH:66])=[O:65])[C:59]5=[O:62])=[CH:55][CH:54]=4)=[C:49]([C:71]([F:72])([F:73])[F:74])[CH:48]=3)=[CH:41][CH:42]=2)[CH2:37][CH2:36]1. The yield is 0.970. (10) The reactants are [CH3:1][CH:2]([CH3:5])[CH2:3][OH:4].[Bi](Br)(Br)Br.O[CH:11]([C:13]1[CH:22]=[CH:21][C:16]([C:17]([O:19][CH3:20])=[O:18])=[CH:15][CH:14]=1)[CH3:12]. The catalyst is ClC(Cl)(Cl)Cl. The product is [CH2:3]([O:4][CH:11]([C:13]1[CH:22]=[CH:21][C:16]([C:17]([O:19][CH3:20])=[O:18])=[CH:15][CH:14]=1)[CH3:12])[CH:2]([CH3:5])[CH3:1]. The yield is 0.760.